From a dataset of Reaction yield outcomes from USPTO patents with 853,638 reactions. Predict the reaction yield, written as a fraction of the theoretical maximum amount of product (1.0 means a 100% yield; for example, 0.34 means a 34% yield). (1) The reactants are C([O:3][C:4]([C:6]1[N:7]([CH2:16][C:17]#[N:18])[C:8]2[C:13]([CH:14]=1)=[CH:12][C:11]([Cl:15])=[CH:10][CH:9]=2)=[O:5])C.O[Li].O. The catalyst is C1COCC1.O. The product is [Cl:15][C:11]1[CH:12]=[C:13]2[C:8](=[CH:9][CH:10]=1)[N:7]([CH2:16][C:17]#[N:18])[C:6]([C:4]([OH:5])=[O:3])=[CH:14]2. The yield is 0.840. (2) The reactants are [C:1](Cl)(=[O:3])[CH3:2].[CH3:5][C:6]1[CH:34]=[CH:33][C:9]([CH2:10][N:11]2[C:19]3[C:14](=[CH:15][C:16]([C:20]4[CH:25]=[CH:24][C:23]([O:26][C:27]([F:30])([F:29])[F:28])=[CH:22][CH:21]=4)=[CH:17][CH:18]=3)[CH:13]=[C:12]2[CH2:31][OH:32])=[CH:8][CH:7]=1.C(N(CC)C(C)C)(C)C. The catalyst is C(Cl)Cl. The product is [C:1]([O:32][CH2:31][C:12]1[N:11]([CH2:10][C:9]2[CH:8]=[CH:7][C:6]([CH3:5])=[CH:34][CH:33]=2)[C:19]2[C:14]([CH:13]=1)=[CH:15][C:16]([C:20]1[CH:25]=[CH:24][C:23]([O:26][C:27]([F:29])([F:30])[F:28])=[CH:22][CH:21]=1)=[CH:17][CH:18]=2)(=[O:3])[CH3:2]. The yield is 0.996.